From a dataset of Tyrosyl-DNA phosphodiesterase HTS with 341,365 compounds. Binary Classification. Given a drug SMILES string, predict its activity (active/inactive) in a high-throughput screening assay against a specified biological target. (1) The drug is Clc1ncccc1NC(=O)CSc1n(CCC)c(=O)[nH]n1. The result is 0 (inactive). (2) The drug is O=C1N(NC(=O)c2ccncc2)C(=O)C2C1C1CC2C=C1. The result is 0 (inactive).